Task: Predict the product of the given reaction.. Dataset: Forward reaction prediction with 1.9M reactions from USPTO patents (1976-2016) (1) Given the reactants Cl.[NH2:2][C@@H:3]([CH2:21][C:22]1[CH:27]=[CH:26][C:25]([NH:28][C:29]2[CH:30]=[C:31]([C:35]3[CH:40]=[CH:39][CH:38]=[CH:37][CH:36]=3)[CH:32]=[CH:33][CH:34]=2)=[CH:24][CH:23]=1)[C@H:4]([OH:20])[CH2:5][NH:6][C:7]1([C:10]2[CH:15]=[CH:14][CH:13]=[C:12]([C:16]([CH3:19])([CH3:18])[CH3:17])[CH:11]=2)[CH2:9][CH2:8]1.CCN(CC)CC.[CH3:48][C:49](OC(C)=O)=[O:50], predict the reaction product. The product is: [C:31]1([C:35]2[CH:40]=[CH:39][CH:38]=[CH:37][CH:36]=2)[CH:32]=[CH:33][CH:34]=[C:29]([NH:28][C:25]2[CH:26]=[CH:27][C:22]([CH2:21][C@H:3]([NH:2][C:49](=[O:50])[CH3:48])[C@H:4]([OH:20])[CH2:5][NH:6][C:7]3([C:10]4[CH:15]=[CH:14][CH:13]=[C:12]([C:16]([CH3:17])([CH3:19])[CH3:18])[CH:11]=4)[CH2:9][CH2:8]3)=[CH:23][CH:24]=2)[CH:30]=1. (2) Given the reactants [Cl:1][C:2]1[CH:3]=[C:4]2[C:9](=[CH:10][CH:11]=1)[CH:8]=[C:7]([SH:12])[CH:6]=[CH:5]2.[H-].[Na+].[CH3:15][O:16][C:17](=[O:39])[C@@H:18]([CH2:27]OS(C1C=CC(C)=CC=1)(=O)=O)[NH:19][C:20]([O:22][C:23]([CH3:26])([CH3:25])[CH3:24])=[O:21].O, predict the reaction product. The product is: [C:23]([O:22][C:20]([NH:19][C@H:18]([CH2:27][S:12][C:7]1[CH:6]=[CH:5][C:4]2[C:9](=[CH:10][CH:11]=[C:2]([Cl:1])[CH:3]=2)[CH:8]=1)[C:17]([O:16][CH3:15])=[O:39])=[O:21])([CH3:26])([CH3:25])[CH3:24].